Regression. Given two drug SMILES strings and cell line genomic features, predict the synergy score measuring deviation from expected non-interaction effect. From a dataset of NCI-60 drug combinations with 297,098 pairs across 59 cell lines. (1) Drug 1: CC1=C(N=C(N=C1N)C(CC(=O)N)NCC(C(=O)N)N)C(=O)NC(C(C2=CN=CN2)OC3C(C(C(C(O3)CO)O)O)OC4C(C(C(C(O4)CO)O)OC(=O)N)O)C(=O)NC(C)C(C(C)C(=O)NC(C(C)O)C(=O)NCCC5=NC(=CS5)C6=NC(=CS6)C(=O)NCCC[S+](C)C)O. Drug 2: CC1C(C(CC(O1)OC2CC(CC3=C2C(=C4C(=C3O)C(=O)C5=C(C4=O)C(=CC=C5)OC)O)(C(=O)CO)O)N)O.Cl. Cell line: UACC62. Synergy scores: CSS=57.6, Synergy_ZIP=-5.93, Synergy_Bliss=-3.70, Synergy_Loewe=-0.486, Synergy_HSA=0.116. (2) Drug 1: C1=NC2=C(N1)C(=S)N=C(N2)N. Drug 2: CCN(CC)CCNC(=O)C1=C(NC(=C1C)C=C2C3=C(C=CC(=C3)F)NC2=O)C. Cell line: EKVX. Synergy scores: CSS=23.4, Synergy_ZIP=-7.24, Synergy_Bliss=-3.20, Synergy_Loewe=-5.31, Synergy_HSA=-3.05. (3) Drug 1: C1=NC(=NC(=O)N1C2C(C(C(O2)CO)O)O)N. Drug 2: CC(C)CN1C=NC2=C1C3=CC=CC=C3N=C2N. Cell line: CCRF-CEM. Synergy scores: CSS=35.0, Synergy_ZIP=8.88, Synergy_Bliss=3.30, Synergy_Loewe=0.359, Synergy_HSA=1.60.